This data is from Catalyst prediction with 721,799 reactions and 888 catalyst types from USPTO. The task is: Predict which catalyst facilitates the given reaction. Reactant: [C:1]([C:3]1[CH:11]=[C:10]([C:12]2[CH:20]=[CH:19][CH:18]=[C:17]3[C:13]=2[CH:14]=[CH:15][N:16]3C(OC(C)(C)C)=O)[CH:9]=[C:8]2[C:4]=1[CH:5]=[N:6][N:7]2[S:28]([C:31]1[CH:36]=[CH:35][CH:34]=[CH:33][CH:32]=1)(=[O:30])=[O:29])#[N:2].C1(C)C=CC=CC=1.C([Sn](CCCC)=O)CCC.C[Si]([N:58]=[N+:59]=[N-:60])(C)C. Product: [NH:16]1[C:17]2[C:13](=[C:12]([C:10]3[CH:9]=[C:8]4[C:4]([CH:5]=[N:6][N:7]4[S:28]([C:31]4[CH:32]=[CH:33][CH:34]=[CH:35][CH:36]=4)(=[O:29])=[O:30])=[C:3]([C:1]4[NH:2][N:60]=[N:59][N:58]=4)[CH:11]=3)[CH:20]=[CH:19][CH:18]=2)[CH:14]=[CH:15]1. The catalyst class is: 211.